Dataset: Forward reaction prediction with 1.9M reactions from USPTO patents (1976-2016). Task: Predict the product of the given reaction. (1) Given the reactants CS(C)=O.C(Cl)(=O)C(Cl)=O.[C:11]([O:15][C:16]([NH:18][C@H:19]1[CH2:24][CH2:23][C@H:22]([OH:25])[CH2:21][CH2:20]1)=[O:17])([CH3:14])([CH3:13])[CH3:12].C(=O)(O)[O-].[Na+], predict the reaction product. The product is: [C:11]([O:15][C:16]([NH:18][CH:19]1[CH2:20][CH2:21][C:22](=[O:25])[CH2:23][CH2:24]1)=[O:17])([CH3:14])([CH3:12])[CH3:13]. (2) Given the reactants [CH3:1][C:2]1([CH3:12])[O:6][C@H:5]([CH2:7][C:8]([OH:10])=O)[C:4](=[O:11])[O:3]1.[CH2:13]([SH:15])[CH3:14].C1CCC(N=C=NC2CCCCC2)CC1.C(O)(=O)C, predict the reaction product. The product is: [CH3:12][C:2]1([CH3:1])[O:6][C@H:5]([CH2:7][C:8](=[O:10])[S:15][CH2:13][CH3:14])[C:4](=[O:11])[O:3]1. (3) Given the reactants N1(C(O[C@H:10](/[CH:12]=[CH:13]\[C:14]([NH:16][C@@H]2C[C@H](C)[C@H](C/C=C(\C)/C=C)O[C@@H]2C)=[O:15])[CH3:11])=O)CCOCC1.[CH:31]([C@H:33]1[O:40][C:39]([CH3:42])([CH3:41])[CH2:38][C@:35]2([O:37][CH2:36]2)[C@@H:34]1[OH:43])=[CH2:32].C1(=O)C=CC(=O)C=C1, predict the reaction product. The product is: [CH:31]([C@H:33]1[O:40][C:39]([CH3:42])([CH3:41])[CH2:38][C@:35]2([O:37][CH2:36]2)[C@@H:34]1[OH:43])=[CH2:32].[C:14]([NH2:16])(=[O:15])[CH:13]=[CH:12][CH2:10][CH3:11]. (4) Given the reactants C(N(CC)CC)C.[C:8]([C:12]1[CH:16]=[C:15]([NH:17][C:18](=[O:26])OC2C=CC=CC=2)[N:14]([CH3:27])[N:13]=1)([CH3:11])([CH3:10])[CH3:9].[Cl:28][C:29]1[N:34]=[C:33]([O:35][C:36]2[C:45]3[C:40](=[CH:41][CH:42]=[CH:43][CH:44]=3)[C:39]([NH2:46])=[CH:38][CH:37]=2)[CH:32]=[CH:31][N:30]=1, predict the reaction product. The product is: [C:8]([C:12]1[CH:16]=[C:15]([NH:17][C:18]([NH:46][C:39]2[C:40]3[C:45](=[CH:44][CH:43]=[CH:42][CH:41]=3)[C:36]([O:35][C:33]3[CH:32]=[CH:31][N:30]=[C:29]([Cl:28])[N:34]=3)=[CH:37][CH:38]=2)=[O:26])[N:14]([CH3:27])[N:13]=1)([CH3:9])([CH3:10])[CH3:11]. (5) Given the reactants [Cl:1][C:2]1[CH:3]=[C:4]([S:8]([N:11]2[C:15]([C:16]3[CH:21]=[CH:20][CH:19]=[CH:18][C:17]=3[F:22])=[C:14]3[CH2:23][N:24]([C:27]([O:29][C:30]([CH3:33])([CH3:32])[CH3:31])=[O:28])[C:25](=O)[C:13]3=[CH:12]2)(=[O:10])=[O:9])[CH:5]=[CH:6][CH:7]=1.[C:34]([BH3-])#[N:35].[Na+].CN.O1CCCC1.C(=O)(O)[O-].[Na+], predict the reaction product. The product is: [Cl:1][C:2]1[CH:3]=[C:4]([S:8]([N:11]2[C:15]([C:16]3[CH:21]=[CH:20][CH:19]=[CH:18][C:17]=3[F:22])=[C:14]3[CH2:23][N:24]([C:27]([O:29][C:30]([CH3:33])([CH3:32])[CH3:31])=[O:28])[CH:25]([NH:35][CH3:34])[C:13]3=[CH:12]2)(=[O:9])=[O:10])[CH:5]=[CH:6][CH:7]=1. (6) Given the reactants [CH:1]1([NH:4][C:5]([C@H:7]2[O:11]C(C(C)C)=[N:9][C@H:8]2[CH2:15][CH2:16][CH3:17])=[O:6])[CH2:3][CH2:2]1.[ClH:18], predict the reaction product. The product is: [ClH:18].[CH:1]1([NH:4][C:5](=[O:6])[C@@H:7]([OH:11])[C@@H:8]([NH2:9])[CH2:15][CH2:16][CH3:17])[CH2:3][CH2:2]1. (7) Given the reactants [C:1]([OH:9])(=[S:8])[C:2]1[CH:7]=[CH:6][CH:5]=[CH:4][CH:3]=1.[OH-].[Na+:11], predict the reaction product. The product is: [C:1]([O-:9])(=[S:8])[C:2]1[CH:7]=[CH:6][CH:5]=[CH:4][CH:3]=1.[Na+:11]. (8) Given the reactants [F:1][C:2]1[CH:3]=[C:4]([CH2:9][N:10]2[CH2:14][CH2:13][CH2:12][C:11]2=[O:15])[CH:5]=[CH:6][C:7]=1I.[F:16][C:17]([F:28])([F:27])[C:18]1[C:19]2[CH2:26][O:25][CH2:24][CH2:23][C:20]=2[NH:21][N:22]=1, predict the reaction product. The product is: [F:1][C:2]1[CH:3]=[C:4]([CH2:9][N:10]2[CH2:14][CH2:13][CH2:12][C:11]2=[O:15])[CH:5]=[CH:6][C:7]=1[N:21]1[C:20]2[CH2:23][CH2:24][O:25][CH2:26][C:19]=2[C:18]([C:17]([F:16])([F:28])[F:27])=[N:22]1. (9) Given the reactants S(=O)(=O)(O)O.[Br:6][C:7]1[C:8]([Si:18]([CH3:21])([CH3:20])[CH3:19])=[C:9]([F:17])[C:10]([F:16])=[C:11]([CH:15]=1)[C:12]([OH:14])=[O:13].[CH3:22]O, predict the reaction product. The product is: [Br:6][C:7]1[C:8]([Si:18]([CH3:21])([CH3:20])[CH3:19])=[C:9]([F:17])[C:10]([F:16])=[C:11]([CH:15]=1)[C:12]([O:14][CH3:22])=[O:13]. (10) Given the reactants CN(C=O)C.[C:6]([O:10][C:11](=[O:34])[NH:12][C:13]1[C:14]([O:32][CH3:33])=[N:15][N:16]2[C:20]([C:21]3[C:26]([O:27][CH3:28])=[CH:25][C:24]([OH:29])=[CH:23][C:22]=3[O:30][CH3:31])=[CH:19][S:18][C:17]=12)([CH3:9])([CH3:8])[CH3:7].C(=O)([O-])[O-].[K+].[K+].I[CH2:42][CH2:43][F:44], predict the reaction product. The product is: [C:6]([O:10][C:11](=[O:34])[NH:12][C:13]1[C:14]([O:32][CH3:33])=[N:15][N:16]2[C:20]([C:21]3[C:22]([O:30][CH3:31])=[CH:23][C:24]([O:29][CH2:42][CH2:43][F:44])=[CH:25][C:26]=3[O:27][CH3:28])=[CH:19][S:18][C:17]=12)([CH3:9])([CH3:8])[CH3:7].